From a dataset of Reaction yield outcomes from USPTO patents with 853,638 reactions. Predict the reaction yield, written as a fraction of the theoretical maximum amount of product (1.0 means a 100% yield; for example, 0.34 means a 34% yield). (1) The product is [CH3:4][C:3]1([CH2:7][OH:8])[CH2:5][O:6][CH:19]([C:9]2[CH:14]=[CH:13][CH:12]=[CH:11][CH:10]=2)[O:1][CH2:2]1. The reactants are [OH:1][CH2:2][C:3]([CH2:7][OH:8])([CH2:5][OH:6])[CH3:4].[C:9]1([CH3:19])[CH:14]=[CH:13][C:12](S(O)(=O)=O)=[CH:11][CH:10]=1.C1(C)C=CC=CC=1.C1(C)C=CC=CC=1.O. The yield is 0.420. The catalyst is C(=O)C1C=CC=CC=1. (2) The reactants are [O-]CC.[Na+].ClCCCC(NC1C=C2C(=CC=1)NC=C2CCC[N:24]1[CH2:29][CH2:28][N:27]([C:30]2[C:35]([O:36][CH3:37])=[CH:34][N:33]=[CH:32][N:31]=2)[CH2:26][CH2:25]1)=O.C(Cl)Cl.CO. The catalyst is C(O)C. The product is [CH3:37][O:36][C:35]1[C:30]([N:27]2[CH2:28][CH2:29][NH:24][CH2:25][CH2:26]2)=[N:31][CH:32]=[N:33][CH:34]=1. The yield is 0.360. (3) The reactants are CO[C:3](=[O:13])[C:4]1[C:9]([I:10])=[CH:8][CH:7]=[CH:6][C:5]=1[CH2:11]Br.[C:14]1([CH3:23])[CH:19]=[CH:18][C:17]([CH2:20][CH2:21][NH2:22])=[CH:16][CH:15]=1.C([O-])([O-])=O.[K+].[K+].C(OCC)(=O)C. The catalyst is C1(C)C=CC=CC=1.CCCCCC. The product is [I:10][C:9]1[CH:8]=[CH:7][CH:6]=[C:5]2[C:4]=1[C:3](=[O:13])[N:22]([CH2:21][CH2:20][C:17]1[CH:18]=[CH:19][C:14]([CH3:23])=[CH:15][CH:16]=1)[CH2:11]2. The yield is 0.530.